Dataset: Forward reaction prediction with 1.9M reactions from USPTO patents (1976-2016). Task: Predict the product of the given reaction. (1) Given the reactants C[O:2][C:3]1[CH:4]=[C:5]([CH:8]=[C:9]([C:11]2[CH:16]=[CH:15][CH:14]=[C:13]([CH2:17][NH:18][CH2:19][CH2:20][C@H:21]3[O:25][C:24](=[O:26])[N:23]([C:27]4[CH:28]=[CH:29][C:30]5[S:35][CH2:34][C:33](=[O:36])[NH:32][C:31]=5[CH:37]=4)[CH2:22]3)[CH:12]=2)[N:10]=1)[C:6]#[N:7].[Na+].[I-].C[Si](C)(C)Cl.CC(O)=O, predict the reaction product. The product is: [OH:2][C:3]1[CH:4]=[C:5]([CH:8]=[C:9]([C:11]2[CH:16]=[CH:15][CH:14]=[C:13]([CH2:17][NH:18][CH2:19][CH2:20][C@H:21]3[O:25][C:24](=[O:26])[N:23]([C:27]4[CH:28]=[CH:29][C:30]5[S:35][CH2:34][C:33](=[O:36])[NH:32][C:31]=5[CH:37]=4)[CH2:22]3)[CH:12]=2)[N:10]=1)[C:6]#[N:7]. (2) Given the reactants ClC1C=CC=CC=1NC(=O)NC1C=CC(C2C=C3C(CN([C@@H](C(C)C)C(OC)=O)C3=O)=CC=2)=NC=1.[NH2:36][C:37]1[CH:38]=[CH:39][C:40]([C:43]2[CH:51]=[C:50]3[C:46]([CH2:47][N:48]([C@@H:53]([CH:58]([CH3:60])[CH3:59])[C:54]([O:56][CH3:57])=[O:55])[C:49]3=[O:52])=[CH:45][CH:44]=2)=[N:41][CH:42]=1.[CH3:61][C:62]1[CH:63]=[C:64]([N:69]=[C:70]=[O:71])[CH:65]=[CH:66][C:67]=1[CH3:68], predict the reaction product. The product is: [CH3:61][C:62]1[CH:63]=[C:64]([NH:69][C:70](=[O:71])[NH:36][C:37]2[CH:38]=[CH:39][C:40]([C:43]3[CH:51]=[C:50]4[C:46]([CH2:47][N:48]([C@@H:53]([CH:58]([CH3:60])[CH3:59])[C:54]([O:56][CH3:57])=[O:55])[C:49]4=[O:52])=[CH:45][CH:44]=3)=[N:41][CH:42]=2)[CH:65]=[CH:66][C:67]=1[CH3:68]. (3) Given the reactants C(OCC([C:13]1[O:14][C:15]2[C:16](=[C:18]([C:37]#[N:38])[C:19]([CH3:36])=[C:20]([C:30]3[CH:35]=[CH:34][CH:33]=[CH:32][CH:31]=3)[C:21]=2N2CC[C@H](N(C)C)C2)[N:17]=1)(C)C)C1C=CC=CC=1.O1CCOCC1.[ClH:45], predict the reaction product. The product is: [ClH:45].[CH3:36][C:19]1[C:18]([C:37]#[N:38])=[C:16]2[N:17]=[CH:13][O:14][C:15]2=[CH:21][C:20]=1[C:30]1[CH:35]=[CH:34][CH:33]=[CH:32][CH:31]=1. (4) Given the reactants [CH2:1]([N:4]([CH2:25][CH2:26][CH3:27])[C:5](=[O:24])[NH:6][C:7]1[CH:8]=[C:9]([C:13]#[C:14][CH2:15][NH:16][C:17](=[O:23])[O:18][C:19]([CH3:22])([CH3:21])[CH3:20])[CH:10]=[CH:11][CH:12]=1)[CH2:2][CH3:3], predict the reaction product. The product is: [CH2:25]([N:4]([CH2:1][CH2:2][CH3:3])[C:5](=[O:24])[NH:6][C:7]1[CH:8]=[C:9]([CH2:13][CH2:14][CH2:15][NH:16][C:17](=[O:23])[O:18][C:19]([CH3:21])([CH3:20])[CH3:22])[CH:10]=[CH:11][CH:12]=1)[CH2:26][CH3:27]. (5) The product is: [C:24]([C:3]1[N:4]=[CH:5][C:6]([N:8]2[CH2:13][CH2:12][CH2:11][C@H:10]3[N:14]([C:17]([O:19][C:20]([CH3:23])([CH3:22])[CH3:21])=[O:18])[CH2:15][CH2:16][C@@H:9]23)=[N:7][C:2]=1[NH:42][C:41]1[CH:43]=[CH:44][C:38]([CH:35]2[CH2:36][CH2:37][N:32]([CH:27]3[CH2:31][CH2:30][CH2:29][CH2:28]3)[CH2:33][CH2:34]2)=[CH:39][CH:40]=1)#[N:25]. Given the reactants Cl[C:2]1[N:7]=[C:6]([N:8]2[CH2:13][CH2:12][CH2:11][C@H:10]3[N:14]([C:17]([O:19][C:20]([CH3:23])([CH3:22])[CH3:21])=[O:18])[CH2:15][CH2:16][C@@H:9]23)[CH:5]=[N:4][C:3]=1[C:24]#[N:25].Cl.[CH:27]1([N:32]2[CH2:37][CH2:36][CH:35]([C:38]3[CH:44]=[CH:43][C:41]([NH2:42])=[CH:40][CH:39]=3)[CH2:34][CH2:33]2)[CH2:31][CH2:30][CH2:29][CH2:28]1.C(=O)([O-])[O-].[Cs+].[Cs+].C1C=CC(P(C2C(C3C(P(C4C=CC=CC=4)C4C=CC=CC=4)=CC=C4C=3C=CC=C4)=C3C(C=CC=C3)=CC=2)C2C=CC=CC=2)=CC=1, predict the reaction product. (6) Given the reactants [C:1]([C:3]1[C:4]([NH:19][C:20]2[CH:21]=[C:22]([CH:28]=[CH:29][C:30]=2[CH3:31])[C:23]([NH:25][O:26][CH3:27])=[O:24])=[N:5][C:6](S(C)=O)=[N:7][C:8]=1[N:9]([CH2:11][C:12]([CH3:15])([CH3:14])[CH3:13])[CH3:10])#[N:2].C([N:39]1[CH2:43][CH2:42][C@@H:41]([NH2:44])[CH2:40]1)(OC(C)(C)C)=O.CCN(C(C)C)C(C)C, predict the reaction product. The product is: [C:1]([C:3]1[C:4]([NH:19][C:20]2[CH:21]=[C:22]([CH:28]=[CH:29][C:30]=2[CH3:31])[C:23]([NH:25][O:26][CH3:27])=[O:24])=[N:5][C:6]([NH:44][CH:41]2[CH2:42][CH2:43][NH:39][CH2:40]2)=[N:7][C:8]=1[N:9]([CH2:11][C:12]([CH3:15])([CH3:14])[CH3:13])[CH3:10])#[N:2].